Dataset: NCI-60 drug combinations with 297,098 pairs across 59 cell lines. Task: Regression. Given two drug SMILES strings and cell line genomic features, predict the synergy score measuring deviation from expected non-interaction effect. (1) Drug 1: COC1=CC(=CC(=C1O)OC)C2C3C(COC3=O)C(C4=CC5=C(C=C24)OCO5)OC6C(C(C7C(O6)COC(O7)C8=CC=CS8)O)O. Drug 2: B(C(CC(C)C)NC(=O)C(CC1=CC=CC=C1)NC(=O)C2=NC=CN=C2)(O)O. Cell line: IGROV1. Synergy scores: CSS=33.1, Synergy_ZIP=-10.0, Synergy_Bliss=-0.730, Synergy_Loewe=0.0140, Synergy_HSA=0.138. (2) Drug 1: COC1=CC(=CC(=C1O)OC)C2C3C(COC3=O)C(C4=CC5=C(C=C24)OCO5)OC6C(C(C7C(O6)COC(O7)C8=CC=CS8)O)O. Drug 2: C#CCC(CC1=CN=C2C(=N1)C(=NC(=N2)N)N)C3=CC=C(C=C3)C(=O)NC(CCC(=O)O)C(=O)O. Cell line: MCF7. Synergy scores: CSS=33.6, Synergy_ZIP=-4.09, Synergy_Bliss=-1.60, Synergy_Loewe=-0.936, Synergy_HSA=-0.906.